The task is: Predict the product of the given reaction.. This data is from Forward reaction prediction with 1.9M reactions from USPTO patents (1976-2016). (1) The product is: [CH3:11][S:10][C@H:9]1[CH2:8][NH:7][C@@H:6]2[C@@H:2]([OH:1])[CH2:3][O:4][C@H:5]12. Given the reactants [OH:1][C@@H:2]1[C@H:6]2[N:7](C(OCC3C4C=CC=CC=4C4C3=CC=CC=4)=O)[CH2:8][C@H:9]([S:10][CH3:11])[C@H:5]2[O:4][CH2:3]1.Cl.O[C@@H]1[C@H]2N(C(OC(C)(C)C)=O)C[C@H](SC)[C@H]2OC1, predict the reaction product. (2) Given the reactants [Cl-].[Mg+2].[Cl-].[C:4]([O:10][CH2:11][CH3:12])(=[O:9])[CH2:5][C:6]([O-:8])=O.[K+].[Cl:14][C:15]1[C:16]([F:34])=[C:17]([CH:31]=[CH:32][CH:33]=1)[CH2:18][C:19]1[C:20]([O:29][CH3:30])=[CH:21][C:22]([F:28])=[C:23]([CH:27]=1)C(Cl)=O.Cl, predict the reaction product. The product is: [CH2:11]([O:10][C:4](=[O:9])[CH2:5][C:6]([C:23]1[CH:27]=[C:19]([CH2:18][C:17]2[CH:31]=[CH:32][CH:33]=[C:15]([Cl:14])[C:16]=2[F:34])[C:20]([O:29][CH3:30])=[CH:21][C:22]=1[F:28])=[O:8])[CH3:12]. (3) The product is: [O:25]=[C:26]1[CH:35]=[CH:34][C:33]2[C:28](=[CH:29][C:30]([CH2:36][NH:3][CH:4]3[CH2:5][CH2:6][N:7]([CH2:10][C@H:11]4[N:21]5[C:22]6[N:13]([C:14](=[O:24])[CH:15]=[CH:16][C:17]=6[CH:18]=[CH:19][C:20]5=[O:23])[CH2:12]4)[CH2:8][CH2:9]3)=[CH:31][CH:32]=2)[O:27]1. Given the reactants Cl.Cl.[NH2:3][CH:4]1[CH2:9][CH2:8][N:7]([CH2:10][C@H:11]2[N:21]3[C:22]4[N:13]([C:14](=[O:24])[CH:15]=[CH:16][C:17]=4[CH:18]=[CH:19][C:20]3=[O:23])[CH2:12]2)[CH2:6][CH2:5]1.[O:25]=[C:26]1[CH:35]=[CH:34][C:33]2[C:28](=[CH:29][C:30]([CH:36]=O)=[CH:31][CH:32]=2)[O:27]1.C([O-])(O)=O.[Na+].S([O-])([O-])(=O)=O.[Na+].[Na+].C(O[BH-](OC(=O)C)OC(=O)C)(=O)C.[Na+], predict the reaction product.